Dataset: NCI-60 drug combinations with 297,098 pairs across 59 cell lines. Task: Regression. Given two drug SMILES strings and cell line genomic features, predict the synergy score measuring deviation from expected non-interaction effect. (1) Drug 1: CNC(=O)C1=CC=CC=C1SC2=CC3=C(C=C2)C(=NN3)C=CC4=CC=CC=N4. Cell line: NCI-H226. Synergy scores: CSS=41.8, Synergy_ZIP=1.93, Synergy_Bliss=7.98, Synergy_Loewe=-13.1, Synergy_HSA=7.74. Drug 2: CC1=C2C(C(=O)C3(C(CC4C(C3C(C(C2(C)C)(CC1OC(=O)C(C(C5=CC=CC=C5)NC(=O)C6=CC=CC=C6)O)O)OC(=O)C7=CC=CC=C7)(CO4)OC(=O)C)O)C)OC(=O)C. (2) Drug 1: C1CNP(=O)(OC1)N(CCCl)CCCl. Drug 2: C(CCl)NC(=O)N(CCCl)N=O. Cell line: HCC-2998. Synergy scores: CSS=-8.22, Synergy_ZIP=0.317, Synergy_Bliss=-8.43, Synergy_Loewe=-11.8, Synergy_HSA=-15.3.